From a dataset of Full USPTO retrosynthesis dataset with 1.9M reactions from patents (1976-2016). Predict the reactants needed to synthesize the given product. (1) The reactants are: [Cl:1][C:2]1[CH:3]=[CH:4][CH:5]=[C:6]2[C:10]=1[N:9]([CH2:11][CH2:12][CH2:13][NH:14][S:15]([CH3:18])(=[O:17])=[O:16])[C:8]([CH3:19])=[CH:7]2.[OH2:20].Cl.[C:22](Cl)(=[O:26])C(Cl)=O. Given the product [Cl:1][C:2]1[CH:3]=[CH:4][CH:5]=[C:6]2[C:10]=1[N:9]([CH2:11][CH2:12][CH2:13][NH:14][S:15]([CH3:18])(=[O:16])=[O:17])[C:8]([CH3:19])=[C:7]2[C:22]([OH:26])=[O:20], predict the reactants needed to synthesize it. (2) Given the product [Br:1][C:2]1[CH:9]=[CH:8][C:5]([CH:6]=[N:12][OH:13])=[CH:4][C:3]=1[CH3:10], predict the reactants needed to synthesize it. The reactants are: [Br:1][C:2]1[CH:9]=[CH:8][C:5]([CH:6]=O)=[CH:4][C:3]=1[CH3:10].Cl.[NH2:12][OH:13].C([O-])(=O)C.[Na+].O. (3) Given the product [CH3:15][C:16]1[C:24]2[CH2:23][O:22][C:21](=[O:25])[C:20]=2[CH:19]=[CH:18][C:17]=1[CH2:26][CH2:27][N:28]1[CH2:33][CH2:32][N:31]([CH2:1][CH:3]2[C:12]3[C:7](=[CH:8][C:9]([C:13]#[N:14])=[CH:10][CH:11]=3)[O:6][CH2:5][CH2:4]2)[CH2:30][CH2:29]1, predict the reactants needed to synthesize it. The reactants are: [CH:1]([CH:3]1[C:12]2[C:7](=[CH:8][C:9]([C:13]#[N:14])=[CH:10][CH:11]=2)[O:6][CH2:5][CH2:4]1)=O.[CH3:15][C:16]1[C:24]2[CH2:23][O:22][C:21](=[O:25])[C:20]=2[CH:19]=[CH:18][C:17]=1[CH2:26][CH2:27][N:28]1[CH2:33][CH2:32][NH:31][CH2:30][CH2:29]1.C(O[BH-](OC(=O)C)OC(=O)C)(=O)C.[Na+].CCN(C(C)C)C(C)C.